This data is from Reaction yield outcomes from USPTO patents with 853,638 reactions. The task is: Predict the reaction yield, written as a fraction of the theoretical maximum amount of product (1.0 means a 100% yield; for example, 0.34 means a 34% yield). The catalyst is C(O)(=O)C. The yield is 0.860. The product is [C:17]([O:20][CH2:13][C:8]1[CH:7]=[C:6]([O:15][CH3:16])[C:5]([O:4][CH2:3][CH2:2][Cl:1])=[CH:10][C:9]=1[CH2:11][O:20][C:17](=[O:19])[CH3:18])(=[O:19])[CH3:18]. The reactants are [Cl:1][CH2:2][CH2:3][O:4][C:5]1[CH:10]=[C:9]([CH2:11]Cl)[C:8]([CH2:13]Cl)=[CH:7][C:6]=1[O:15][CH3:16].[C:17]([O-:20])(=[O:19])[CH3:18].[Na+].